From a dataset of Forward reaction prediction with 1.9M reactions from USPTO patents (1976-2016). Predict the product of the given reaction. Given the reactants CS(C)=O.FC(F)(F)S(O[C:11]1[CH:32]=[CH:31][CH:30]=[CH:29][C:12]=1[C:13]([C:15]1[CH:20]=[CH:19][CH:18]=[CH:17][C:16]=1OS(C(F)(F)F)(=O)=O)=[O:14])(=O)=O.[C:35]1([PH:41](=[O:48])[C:42]2[CH:47]=[CH:46][CH:45]=[CH:44][CH:43]=2)[CH:40]=[CH:39][CH:38]=[CH:37][CH:36]=1.C(N(CC)[CH:53]([CH3:55])[CH3:54])(C)C, predict the reaction product. The product is: [C:35]1([P:41]([C:42]2[CH:47]=[CH:46][CH:45]=[CH:44][CH:43]=2)([C:11]2[CH:32]=[CH:31][CH:30]=[CH:29][C:12]=2[C:13]([C:15]2[CH:20]=[CH:19][CH:18]=[CH:17][C:16]=2[P:41]([C:54]2[CH:53]=[CH:55][CH:47]=[CH:42][CH:43]=2)([C:35]2[CH:40]=[CH:39][CH:38]=[CH:37][CH:36]=2)=[O:48])=[O:14])=[O:48])[CH:36]=[CH:37][CH:38]=[CH:39][CH:40]=1.